From a dataset of Reaction yield outcomes from USPTO patents with 853,638 reactions. Predict the reaction yield, written as a fraction of the theoretical maximum amount of product (1.0 means a 100% yield; for example, 0.34 means a 34% yield). (1) The reactants are Br[C:2]1[CH:8]=[C:7]([N+:9]([O-:11])=[O:10])[CH:6]=[CH:5][C:3]=1[NH2:4].[CH3:12][C:13]([CH3:20])([C:18]#[CH:19])[C:14]([O:16][CH3:17])=[O:15].C(N(CC)CC)C. The catalyst is C1(C)C=CC=CC=1.O.[Cu]I.C1C=CC([P]([Pd]([P](C2C=CC=CC=2)(C2C=CC=CC=2)C2C=CC=CC=2)([P](C2C=CC=CC=2)(C2C=CC=CC=2)C2C=CC=CC=2)[P](C2C=CC=CC=2)(C2C=CC=CC=2)C2C=CC=CC=2)(C2C=CC=CC=2)C2C=CC=CC=2)=CC=1. The product is [NH2:4][C:3]1[CH:5]=[CH:6][C:7]([N+:9]([O-:11])=[O:10])=[CH:8][C:2]=1[C:19]#[C:18][C:13]([CH3:20])([CH3:12])[C:14]([O:16][CH3:17])=[O:15]. The yield is 0.0900. (2) The reactants are [NH2:1][C:2]1[CH:17]=[CH:16][C:15]([F:18])=[CH:14][C:3]=1[C:4]([NH:6][C:7]1[CH:12]=[CH:11][CH:10]=[CH:9][C:8]=1[Cl:13])=[O:5].[Cl:19][CH2:20][C:21](Cl)=O. The catalyst is C(O)(=O)C. The product is [Cl:19][CH2:20][C:21]1[N:6]([C:7]2[CH:12]=[CH:11][CH:10]=[CH:9][C:8]=2[Cl:13])[C:4](=[O:5])[C:3]2[C:2](=[CH:17][CH:16]=[C:15]([F:18])[CH:14]=2)[N:1]=1. The yield is 0.120.